Dataset: Reaction yield outcomes from USPTO patents with 853,638 reactions. Task: Predict the reaction yield, written as a fraction of the theoretical maximum amount of product (1.0 means a 100% yield; for example, 0.34 means a 34% yield). (1) The reactants are C[N:2]([CH2:10][C:11]1[CH:15]=[C:14]([C:16]2[CH:21]=[CH:20][CH:19]=[CH:18][CH:17]=2)[NH:13][CH:12]=1)[C:3](=O)OC(C)(C)C.[H-].[Na+].[S:24]1[CH:28]=[CH:27][C:26]([S:29]([Cl:32])(=[O:31])=[O:30])=[CH:25]1. No catalyst specified. The product is [ClH:32].[CH3:3][NH:2][CH2:10][C:11]1[CH:15]=[C:14]([C:16]2[CH:17]=[CH:18][CH:19]=[CH:20][CH:21]=2)[N:13]([S:29]([C:26]2[CH:27]=[CH:28][S:24][CH:25]=2)(=[O:31])=[O:30])[CH:12]=1. The yield is 0.350. (2) The reactants are [C:1]([O:9][C:10]1[C:27]([O:28][CH3:29])=[CH:26][C:13]([C:14]([N:16]2[CH2:21][CH2:20][CH2:19][CH2:18][C@@H:17]2[C:22](OC)=[O:23])=[O:15])=[C:12]([N+:30]([O-:32])=[O:31])[CH:11]=1)(=O)[C:2]1[CH:7]=[CH:6][CH:5]=[CH:4][CH:3]=1.CC(C[AlH]CC(C)C)C. The catalyst is C(Cl)Cl.C1C=CC=CC=1.C1(C)C=CC=CC=1. The product is [CH2:1]([O:9][C:10]1[C:27]([O:28][CH3:29])=[CH:26][C:13]([C:14]([N:16]2[CH2:21][CH2:20][CH2:19][CH2:18][C@@H:17]2[CH:22]=[O:23])=[O:15])=[C:12]([N+:30]([O-:32])=[O:31])[CH:11]=1)[C:2]1[CH:3]=[CH:4][CH:5]=[CH:6][CH:7]=1. The yield is 0.900. (3) The reactants are [Na].[CH2:2]([N:6]([CH2:17][CH2:18][CH2:19][CH3:20])[C:7]1[CH:14]=[CH:13][C:10]([CH:11]=O)=[C:9]([O:15][CH3:16])[CH:8]=1)[CH2:3][CH2:4][CH3:5].[CH2:21]([C:25]1[C:26](=[O:34])[CH2:27][C:28]([CH3:33])([CH3:32])[CH2:29][C:30]=1[CH3:31])[CH2:22][CH2:23][CH3:24].C([O-])(=O)C.[NH4+]. The catalyst is C(O)C.C(OCC)(=O)C. The product is [CH2:2]([N:6]([CH2:17][CH2:18][CH2:19][CH3:20])[C:7]1[CH:14]=[CH:13][C:10]([CH:11]=[CH:31][C:30]2[CH2:29][C:28]([CH3:32])([CH3:33])[CH2:27][C:26](=[O:34])[C:25]=2[CH2:21][CH2:22][CH2:23][CH3:24])=[C:9]([O:15][CH3:16])[CH:8]=1)[CH2:3][CH2:4][CH3:5]. The yield is 0.106. (4) The reactants are [F:1][C:2]1[CH:11]=[CH:10][C:5]([C:6]([NH:8][NH2:9])=[O:7])=[CH:4][CH:3]=1.[Cl:12][C:13]1[C:14]([CH3:29])=[C:15]([NH:21][C@H:22]([C@H:26]([OH:28])[CH3:27])[C:23](O)=[O:24])[CH:16]=[CH:17][C:18]=1[C:19]#[N:20]. No catalyst specified. The product is [Cl:12][C:13]1[C:14]([CH3:29])=[C:15]([NH:21][C@H:22]([C@H:26]([OH:28])[CH3:27])[C:23]([NH:9][NH:8][C:6](=[O:7])[C:5]2[CH:10]=[CH:11][C:2]([F:1])=[CH:3][CH:4]=2)=[O:24])[CH:16]=[CH:17][C:18]=1[C:19]#[N:20]. The yield is 0.540. (5) The reactants are [C:1]([N:4]1[CH2:8][CH2:7][C@@H:6]([NH:9]C(=O)OC(C)(C)C)[CH2:5]1)(=[O:3])[CH3:2].Cl.CO. No catalyst specified. The product is [NH2:9][C@@H:6]1[CH2:7][CH2:8][N:4]([C:1](=[O:3])[CH3:2])[CH2:5]1. The yield is 0.850. (6) The reactants are [NH2:1][C:2]1[N:3]([CH3:22])[C:4]2[C:9]([C:10](=[O:21])[C:11]=1[C:12]([NH:14][C:15]1[CH:20]=[CH:19][CH:18]=[CH:17][CH:16]=1)=[O:13])=[CH:8][CH:7]=[CH:6][CH:5]=2.CN(C=O)C.CO.C(OCC)C.[CH3:35][CH2:36][CH2:37][CH2:38][CH3:39]. No catalyst specified. The product is [CH:36]1([C:35]2[N:14]([C:15]3[CH:16]=[CH:17][CH:18]=[CH:19][CH:20]=3)[C:12](=[O:13])[C:11]3[C:10](=[O:21])[C:9]4[C:4](=[CH:5][CH:6]=[CH:7][CH:8]=4)[N:3]([CH3:22])[C:2]=3[N:1]=2)[CH2:39][CH2:38][CH2:37]1. The yield is 0.840. (7) The reactants are [C:1]([CH2:3][NH:4][C:5](=[O:14])[O:6][CH2:7][C:8]1[CH:13]=[CH:12][CH:11]=[CH:10][CH:9]=1)#[N:2].C[O-].[Na+].[Cl-:18].[NH4+:19]. The catalyst is CO. The product is [ClH:18].[NH2:2][C:1](=[NH:19])[CH2:3][NH:4][C:5](=[O:14])[O:6][CH2:7][C:8]1[CH:13]=[CH:12][CH:11]=[CH:10][CH:9]=1. The yield is 0.940. (8) The reactants are [Cl:1][C:2]1[C:3]([C:8]2[CH:9]=[C:10]3[C:14](=[CH:15][CH:16]=2)[N:13](C(OC(C)(C)C)=O)[N:12]=[C:11]3[NH:24][C:25]2[CH:29]=[CH:28][N:27]([CH3:30])[N:26]=2)=[N:4][CH:5]=[CH:6][CH:7]=1.Cl.C(=O)([O-])O.[Na+]. The catalyst is C(O)C. The product is [Cl:1][C:2]1[C:3]([C:8]2[CH:9]=[C:10]3[C:14](=[CH:15][CH:16]=2)[NH:13][N:12]=[C:11]3[NH:24][C:25]2[CH:29]=[CH:28][N:27]([CH3:30])[N:26]=2)=[N:4][CH:5]=[CH:6][CH:7]=1. The yield is 0.790. (9) The reactants are C([O:8][C:9]1[CH:18]=[C:17]2[C:12]([C:13]([O:19][C:20]3[CH:25]=[CH:24][C:23]([N+:26]([O-:28])=[O:27])=[CH:22][C:21]=3[F:29])=[CH:14][CH:15]=[N:16]2)=[CH:11][C:10]=1[O:30][CH3:31])C1C=CC=CC=1.Br. The catalyst is C(O)(=O)C.CCOCC. The product is [F:29][C:21]1[CH:22]=[C:23]([N+:26]([O-:28])=[O:27])[CH:24]=[CH:25][C:20]=1[O:19][C:13]1[C:12]2[C:17](=[CH:18][C:9]([OH:8])=[C:10]([O:30][CH3:31])[CH:11]=2)[N:16]=[CH:15][CH:14]=1. The yield is 0.975.